This data is from NCI-60 drug combinations with 297,098 pairs across 59 cell lines. The task is: Regression. Given two drug SMILES strings and cell line genomic features, predict the synergy score measuring deviation from expected non-interaction effect. (1) Drug 1: C1C(C(OC1N2C=C(C(=O)NC2=O)F)CO)O. Drug 2: COCCOC1=C(C=C2C(=C1)C(=NC=N2)NC3=CC=CC(=C3)C#C)OCCOC.Cl. Cell line: LOX IMVI. Synergy scores: CSS=32.2, Synergy_ZIP=-10.5, Synergy_Bliss=-5.51, Synergy_Loewe=-64.1, Synergy_HSA=-7.80. (2) Drug 1: CS(=O)(=O)C1=CC(=C(C=C1)C(=O)NC2=CC(=C(C=C2)Cl)C3=CC=CC=N3)Cl. Drug 2: CC1CCCC2(C(O2)CC(NC(=O)CC(C(C(=O)C(C1O)C)(C)C)O)C(=CC3=CSC(=N3)C)C)C. Cell line: HCT116. Synergy scores: CSS=9.11, Synergy_ZIP=1.66, Synergy_Bliss=4.13, Synergy_Loewe=0.0891, Synergy_HSA=2.94. (3) Drug 1: CC12CCC(CC1=CCC3C2CCC4(C3CC=C4C5=CN=CC=C5)C)O. Drug 2: CC1=C(C(=CC=C1)Cl)NC(=O)C2=CN=C(S2)NC3=CC(=NC(=N3)C)N4CCN(CC4)CCO. Cell line: T-47D. Synergy scores: CSS=12.3, Synergy_ZIP=-3.38, Synergy_Bliss=2.09, Synergy_Loewe=2.59, Synergy_HSA=2.77.